This data is from Full USPTO retrosynthesis dataset with 1.9M reactions from patents (1976-2016). The task is: Predict the reactants needed to synthesize the given product. (1) Given the product [N:17]1[C:18]2[C:23](=[CH:22][CH:21]=[CH:20][CH:19]=2)[CH:14]=[N:15][CH:16]=1, predict the reactants needed to synthesize it. The reactants are: N(C(OCC)=O)=NC(OCC)=O.Cl[C:14]1[C:23]2[C:18](=[CH:19][C:20](OC)=[C:21](O)[CH:22]=2)[N:17]=[CH:16][N:15]=1.C1(P(C2C=CC=CC=2)C2C=CC=CC=2)C=CC=CC=1.C(OC(N1CCCC(O)C1)=O)(C)(C)C. (2) Given the product [O:65]=[S:62]1(=[O:66])[CH2:61][CH2:60][N:59]([CH2:58][CH2:57][CH2:56][NH:55][CH2:1][C@:3]23[CH2:47][CH2:46][C@@H:45]([C:48]([CH3:50])=[CH2:49])[C@@H:4]2[C@@H:5]2[C@@:18]([CH3:21])([CH2:19][CH2:20]3)[C@@:17]3([CH3:22])[C@@H:8]([C@:9]4([CH3:44])[C@@H:14]([CH2:15][CH2:16]3)[C:13]([CH3:23])([CH3:24])[C:12]([C:25]3[CH2:43][C:27]5([CH2:30][C:29]([C:31]([O:33][CH:34]([CH3:35])[CH3:36])=[O:32])([C:37]([O:39][CH:40]([CH3:42])[CH3:41])=[O:38])[CH2:28]5)[CH:26]=3)=[CH:11][CH2:10]4)[CH2:7][CH2:6]2)[CH2:64][CH2:63]1, predict the reactants needed to synthesize it. The reactants are: [CH:1]([C@:3]12[CH2:47][CH2:46][C@@H:45]([C:48]([CH3:50])=[CH2:49])[C@@H:4]1[C@@H:5]1[C@@:18]([CH3:21])([CH2:19][CH2:20]2)[C@@:17]2([CH3:22])[C@@H:8]([C@:9]3([CH3:44])[C@@H:14]([CH2:15][CH2:16]2)[C:13]([CH3:24])([CH3:23])[C:12]([C:25]2[CH2:43][C:27]4([CH2:30][C:29]([C:37]([O:39][CH:40]([CH3:42])[CH3:41])=[O:38])([C:31]([O:33][CH:34]([CH3:36])[CH3:35])=[O:32])[CH2:28]4)[CH:26]=2)=[CH:11][CH2:10]3)[CH2:7][CH2:6]1)=O.C(O)(=O)C.[NH2:55][CH2:56][CH2:57][CH2:58][N:59]1[CH2:64][CH2:63][S:62](=[O:66])(=[O:65])[CH2:61][CH2:60]1.C(O[BH-](OC(=O)C)OC(=O)C)(=O)C.[Na+]. (3) The reactants are: [C:1]1([C:9]2[CH:14]=[CH:13][CH:12]=[CH:11][CH:10]=2)[CH:6]=[CH:5][C:4]([CH:7]=O)=[CH:3][CH:2]=1.[NH2:15][C:16]1[N:17]=[N:18][C:19]([CH3:22])=[CH:20][CH:21]=1.C([O:25][C:26](=O)[C:27]([OH:40])=[CH:28][C:29]([C:31]1[CH:36]=[CH:35][C:34]([CH:37]([CH3:39])[CH3:38])=[CH:33][CH:32]=1)=[O:30])C. Given the product [C:1]1([C:9]2[CH:14]=[CH:13][CH:12]=[CH:11][CH:10]=2)[CH:6]=[CH:5][C:4]([CH:7]2[N:15]([C:16]3[N:17]=[N:18][C:19]([CH3:22])=[CH:20][CH:21]=3)[C:26](=[O:25])[C:27]([OH:40])=[C:28]2[C:29](=[O:30])[C:31]2[CH:32]=[CH:33][C:34]([CH:37]([CH3:38])[CH3:39])=[CH:35][CH:36]=2)=[CH:3][CH:2]=1, predict the reactants needed to synthesize it. (4) The reactants are: [Br:1][C:2]1[CH:3]=[C:4]2[C:10](I)=[CH:9][N:8]([CH3:12])[C:5]2=[N:6][CH:7]=1.[CH3:13][N:14]1[CH2:19][CH:18]=[C:17](B(O)O)[CH2:16][CH2:15]1.C([O-])([O-])=O.[K+].[K+].O. Given the product [Br:1][C:2]1[CH:3]=[C:4]2[C:10]([C:17]3[CH2:18][CH2:19][N:14]([CH3:13])[CH2:15][CH:16]=3)=[CH:9][N:8]([CH3:12])[C:5]2=[N:6][CH:7]=1, predict the reactants needed to synthesize it. (5) Given the product [OH:20][C:15]1[C:14]([O:22][CH3:23])=[CH:13][C:12]([C:7]2[C:6]3[CH:24]=[CH:25][C:3]([O:2][CH3:1])=[C:4]([OH:26])[C:5]=3[CH2:11][CH2:10][CH2:9][CH:8]=2)=[CH:17][C:16]=1[O:18][CH3:19], predict the reactants needed to synthesize it. The reactants are: [CH3:1][O:2][C:3]1[CH:25]=[CH:24][C:6]2[C:7]([C:12]3[CH:17]=[C:16]([O:18][CH3:19])[C:15]([O:20]C)=[C:14]([O:22][CH3:23])[CH:13]=3)=[CH:8][CH2:9][CH2:10][CH2:11][C:5]=2[C:4]=1[O:26]C.O. (6) Given the product [O:9]=[C:1]([CH2:2][CH2:3][CH2:4][CH2:5][CH2:6][CH2:7][CH3:8])[CH2:10][C:11]([O:12][CH2:13][CH3:17])=[O:19], predict the reactants needed to synthesize it. The reactants are: [C:1]([CH:10]1C(=O)O[C:13](C)([CH3:17])[O:12][C:11]1=[O:19])(=[O:9])[CH2:2][CH2:3][CH2:4][CH2:5][CH2:6][CH2:7][CH3:8].